From a dataset of Experimentally validated miRNA-target interactions with 360,000+ pairs, plus equal number of negative samples. Binary Classification. Given a miRNA mature sequence and a target amino acid sequence, predict their likelihood of interaction. (1) The miRNA is hsa-miR-1269b with sequence CUGGACUGAGCCAUGCUACUGG. The protein sequence of the target gene is MAGRTVRAETRSRAKDDIKKVMATIEKVRRWEKRWVTVGDTSLRIFKWVPVVDPQEEERRRAGGGAERSRGRERRGRGASPRGGGPLILLDLNDENSNQSFHSEGSLQKGTEPSPGGTPQPSRPVSPAGPPEGVPEEAQPPRLGQERDPGGITAGSTDEPPMLTKEEPVPELLEAEAPEAYPVFEPVPPVPEAAQGDTEDSEGAPPLKRICPNAPDP. Result: 0 (no interaction). (2) The miRNA is hsa-miR-6514-5p with sequence UAUGGAGUGGACUUUCAGCUGGC. The protein sequence of the target gene is MLPLEKAFASPRSSPAPPDLPTPGSAAGVQQEEPETIPERTPADLEFSRLRFREFVYQEAAGPHQTLARLHELCRQWLMPEARSKEQMLELLVLEQFLGILPDKVRPWVVAQYPESCKKAASLVEGLADVLEEPGMLLGSPAGSSSILSDGVYERHMDPLLLPGELASPSQALGAGEIPAPSETPWLSPDPLFLEQRRVREAKTEEDGPANTEQKLKSFPEDPQHLGEWGHLDPAEENLKSYRKLLLWGYQLSQPDAASRLDTEELRLVERDPQGSSLPEGGRRQESAGCACEEAAPAGV.... Result: 0 (no interaction). (3) The miRNA is rno-miR-203a-3p with sequence GUGAAAUGUUUAGGACCACUAG. The protein sequence of the target gene is MARMNRPAPVEVSYRHMRFLITHNPSNATLSTFIEDLKKYGATTVVRVCEVTYDKTPLEKDGITVVDWPFDDGAPPPGKVVEDWLSLLKAKFYNDPGSCVAVHCVAGLGRAPVLVALALIESGMKYEDAIQFIRQKRRGAINSKQLTYLEKYRPKQRLRFKDPHTHKTRCCVM. Result: 0 (no interaction). (4) The protein sequence of the target gene is MGDQRPQDRPSSPGMDSTPWYCDKPPSKYFAKRKHRRLRFPPVDTQNWVFVTEGMDDFRYGCQSPEDTLVCRRDEFLLPKISLRGPQADPKSRKKKLLKKAALFSKLSPAQPARKAFVEEVEAQLMTKHPLAMYPNLGEDMPPDLLLQVLKPLDPERKLEDAGSCEGQEKTTDEPTEPGKYPCGEFSPRPPETRVSCLPPEPPKTPVSSLRPEPPETGVSHLRPQPPKTQVSSLHLEPPETGVSHLRPEPPKTQVSSLHLEPPETGVSHLYLEPPGTGVSHLCPEPPKTRVSHLHREPPE.... Result: 0 (no interaction). The miRNA is hsa-miR-1468-3p with sequence AGCAAAAUAAGCAAAUGGAAAA. (5) The miRNA is hsa-miR-30b-3p with sequence CUGGGAGGUGGAUGUUUACUUC. The protein sequence of the target gene is MLRWTVHLEGGPRRVNHAAVAVGHRVYSFGGYCSGEDYETLRQIDVHIFNAVSLRWTKLPPVKSAIRGQAPVVPYMRYGHSTVLIDDTVLLWGGRNDTEGACNVLYAFDVNTHKWFTPRVSGTVPGARDGHSACVLGKIMYIFGGYEQQADCFSNDIHKLDTSTMTWTLICTKGSPARWRDFHSATMLGSHMYVFGGRADRFGPFHSNNEIYCNRIRVFDTRTEAWLDCPPTPVLPEGRRSHSAFGYNGELYIFGGYNARLNRHFHDLWKFNPVSFTWKKIEPKGKGPCPRRRQCCCIVG.... Result: 1 (interaction). (6) The miRNA is hsa-miR-301a-5p with sequence GCUCUGACUUUAUUGCACUACU. The protein sequence of the target gene is MKERRASQKLSSKSIMDPNQNVKCKIVVVGDSQCGKTALLHVFAKDCFPENYVPTVFENYTASFEIDTQRIELSLWDTSGSPYYDNVRPLSYPDSDAVLICFDISRPETLDSVLKKWKGEIQEFCPNTKMLLVGCKSDLRTDVSTLVELSNHRQTPVSYDQGANMAKQIGAATYIECSALQSENSVRDIFHVATLACVNKTNKNVKRNKSQRATKRISHMPSRPELSAVATDLRKDKAKSCTVM. Result: 0 (no interaction). (7) The protein sequence of the target gene is MVQSDTSKSPPVAAVAQESQMELLESAAPAGALGAQSYGKGARRKNRFKGSDGSTSSDTTSNSFVRQGSADSYTSRPSDSDVSLEEDREAVRREAERQAQAQLEKAKTKPVAFAVRTNVRYSAAQEDDVPVPGMAISFEAKDFLHVKEKFNNDWWIGRLVKEGCEIGFIPSPVKLENMRLQHEQRAKQGKFYSSKSGGNSSSSLGDIVPSSRKSTPPSSAIDIDATGLDAEENDIPANHRSPKPSANSVTSPHSKEKRMPFFKKTEHTPPYDVVPSMRPVVLVGPSLKGYEVTDMMQKAL.... Result: 0 (no interaction). The miRNA is hsa-miR-4477a with sequence CUAUUAAGGACAUUUGUGAUUC. (8) The miRNA is bta-miR-181a with sequence AACAUUCAACGCUGUCGGUGAGUU. The protein sequence of the target gene is MIHVGENTWNLRILITDLQVEKTLRVKGDQHIGGVMLNLVDPELPKDWSDHALWWPAKNIWLTRTRSTLDQAGVQSDSFLHFTPMHKTLRVQMPDLRYLDYRVNFSAKTFGAVVSLCKDLDIRYPEELSFCKPLEPEHLKKNFSKLPQRKIPVAEANGIAYVQPALDTNSFVPITGAYNGSNGSLDRSHNGNLLCAPASPYTRRAATAPGTPISSPTGTWKHNSTGYASYDSNSSFGDLQENLAMSPRSPSPDVRARLVRPKSRVEKARLNVGWLDSSLSIMEQGVREYDTLCLRFKYFT.... Result: 0 (no interaction). (9) The miRNA is hsa-miR-6777-3p with sequence UCCACUCUCCUGGCCCCCAG. The protein sequence of the target gene is MSLGRGKYDFYIGLGLAMTSSIFIGGSFILKKKGLLRLARKGSMRAGQGGHAYLKEWLWWAGLLSMGAGEVANFAAYAFAPATLVTPLGALSVLVSAILSSYFLNERLNLHGKIGCLLSILGSTVMVIHAPKEEEIETLNEMSHKLGDPGFVVFATFVVIVALIFIFVVGPRHGQTNILVYITICSVIGAFSVSCVKGLGIAIKELLAGKPVLQHPLAWILLFSLVVCVSTQINYLNRALDIFNTSIVTPIYYVFFTTSVLTCSAILFKEWQDMPVDDVIGTLSGFFTIIVGIFLLHAFK.... Result: 0 (no interaction).